Dataset: Catalyst prediction with 721,799 reactions and 888 catalyst types from USPTO. Task: Predict which catalyst facilitates the given reaction. (1) Reactant: [CH3:1][C:2]1[CH:7]=[CH:6][C:5]([S:8]([CH2:10][C:11]#[CH:12])=O)=[CH:4][CH:3]=1.[ClH:13].O1CCOCC1. Product: [Cl:13][CH2:12][C:11]1[C:6]2[CH:7]=[C:2]([CH3:1])[CH:3]=[CH:4][C:5]=2[S:8][CH:10]=1. The catalyst class is: 12. (2) Reactant: [NH2:1][C:2]1[N:6]([C@@H:7]2[CH2:12][CH2:11][CH2:10][N:9]([C:13]([O:15][C:16]([CH3:19])([CH3:18])[CH3:17])=[O:14])[CH2:8]2)[N:5]=[C:4]([C:20]2[CH:25]=[CH:24][C:23]([O:26]CC3C=CC=CC=3)=[CH:22][CH:21]=2)[C:3]=1[C:34](=[O:36])[NH2:35]. Product: [NH2:1][C:2]1[N:6]([C@@H:7]2[CH2:12][CH2:11][CH2:10][N:9]([C:13]([O:15][C:16]([CH3:19])([CH3:18])[CH3:17])=[O:14])[CH2:8]2)[N:5]=[C:4]([C:20]2[CH:21]=[CH:22][C:23]([OH:26])=[CH:24][CH:25]=2)[C:3]=1[C:34](=[O:36])[NH2:35]. The catalyst class is: 19. (3) Reactant: C(=O)([O-])[O-].[K+].[K+].[F:7][C:8]1[CH:13]=[CH:12][CH:11]=[C:10]([F:14])[C:9]=1[C:15]1[CH:19]=[CH:18][NH:17][N:16]=1.Br[CH2:21][C:22]([O:24][CH2:25][CH:26]=[CH2:27])=[O:23]. Product: [F:7][C:8]1[CH:13]=[CH:12][CH:11]=[C:10]([F:14])[C:9]=1[C:15]1[CH:19]=[CH:18][N:17]([CH2:21][C:22]([O:24][CH2:25][CH:26]=[CH2:27])=[O:23])[N:16]=1. The catalyst class is: 10. (4) Reactant: [F:1][C:2]1[CH:3]=[CH:4][C:5]2[N:6]([C:8]([CH2:11][OH:12])=[N:9][CH:10]=2)[CH:7]=1.C(=O)(O)[O-].[Na+].[I:18]I. Product: [F:1][C:2]1[CH:3]=[CH:4][C:5]2[N:6]([C:8]([CH2:11][OH:12])=[N:9][C:10]=2[I:18])[CH:7]=1. The catalyst class is: 40. (5) Reactant: [OH:1][C:2]1[C:11]2[C:6](=[N:7][CH:8]=[CH:9][CH:10]=2)[N:5]([C:12]2[CH:17]=[CH:16][CH:15]=[CH:14][CH:13]=2)[C:4](=[O:18])[CH:3]=1.[H-].[Na+].[H][H].[C:23]1([CH:29]([CH3:33])[C:30](Cl)=[O:31])[CH:28]=[CH:27][CH:26]=[CH:25][CH:24]=1.C(=O)([O-])O.[Na+]. Product: [C:12]1([N:5]2[C:6]3[C:11](=[CH:10][CH:9]=[CH:8][N:7]=3)[C:2]([O:1][C:30](=[O:31])[CH:29]([C:23]3[CH:28]=[CH:27][CH:26]=[CH:25][CH:24]=3)[CH3:33])=[CH:3][C:4]2=[O:18])[CH:13]=[CH:14][CH:15]=[CH:16][CH:17]=1. The catalyst class is: 3. (6) Reactant: [F:1][C:2]1[CH:10]=[C:9]2[C:5]([C:6]([C:20]3[CH:41]=[CH:40][C:23]4[N:24]=[C:25]([CH:27]5[CH2:32][CH2:31][N:30]([C:33]([O:35][C:36]([CH3:39])([CH3:38])[CH3:37])=[O:34])[CH2:29][CH2:28]5)[O:26][C:22]=4[CH:21]=3)=[CH:7][N:8]2S(C2C=CC=CC=2)(=O)=O)=[CH:4][CH:3]=1.[OH-].[Na+]. Product: [F:1][C:2]1[CH:10]=[C:9]2[C:5]([C:6]([C:20]3[CH:41]=[CH:40][C:23]4[N:24]=[C:25]([CH:27]5[CH2:28][CH2:29][N:30]([C:33]([O:35][C:36]([CH3:37])([CH3:38])[CH3:39])=[O:34])[CH2:31][CH2:32]5)[O:26][C:22]=4[CH:21]=3)=[CH:7][NH:8]2)=[CH:4][CH:3]=1. The catalyst class is: 5. (7) Reactant: [F:1][C:2]1[CH:14]=[C:13]([CH2:15]O)[CH:12]=[C:11]([O:17][CH3:18])[C:3]=1[O:4][CH2:5][C:6]([O:8][CH2:9][CH3:10])=[O:7].P(Br)(Br)[Br:20]. Product: [Br:20][CH2:15][C:13]1[CH:12]=[C:11]([O:17][CH3:18])[C:3]([O:4][CH2:5][C:6]([O:8][CH2:9][CH3:10])=[O:7])=[C:2]([F:1])[CH:14]=1. The catalyst class is: 4. (8) Reactant: [N+:1]([C:4]1[CH:9]=[CH:8][C:7]([S:10](Cl)(=[O:12])=[O:11])=[CH:6][CH:5]=1)([O-:3])=[O:2].[C:14]([O:23][CH3:24])(=[O:22])[C:15]1[C:16](=[CH:18][CH:19]=[CH:20][CH:21]=1)[NH2:17].N1C=CC=CC=1.O. Product: [CH3:24][O:23][C:14](=[O:22])[C:15]1[CH:21]=[CH:20][CH:19]=[CH:18][C:16]=1[NH:17][S:10]([C:7]1[CH:8]=[CH:9][C:4]([N+:1]([O-:3])=[O:2])=[CH:5][CH:6]=1)(=[O:12])=[O:11]. The catalyst class is: 2.